Dataset: Full USPTO retrosynthesis dataset with 1.9M reactions from patents (1976-2016). Task: Predict the reactants needed to synthesize the given product. (1) Given the product [CH3:1][O:2][C:3]1[CH:4]=[C:5]([C:6](=[O:21])[CH2:11][CH2:12][CH2:13][CH2:14][CH2:15][CH3:16])[CH:8]=[CH:9][CH:10]=1, predict the reactants needed to synthesize it. The reactants are: [CH3:1][O:2][C:3]1[CH:4]=[C:5]([CH:8]=[CH:9][CH:10]=1)[C:6]#N.[CH2:11]([Mg]Br)[CH2:12][CH2:13][CH2:14][CH2:15][CH3:16].C([O:21]CC)C.Cl. (2) Given the product [NH2:1][C:24]1[C:21]2[C:22](=[O:23])[N:16]([C:13]3[CH:14]=[CH:15][C:10]([O:9][CH2:2][C:3]4[CH:8]=[CH:7][CH:6]=[CH:5][CH:4]=4)=[CH:11][CH:12]=3)[CH2:17][C@@H:18]([CH3:29])[O:19][C:20]=2[N:27]=[CH:26][N:25]=1, predict the reactants needed to synthesize it. The reactants are: [NH3:1].[CH2:2]([O:9][C:10]1[CH:15]=[CH:14][C:13]([N:16]2[C:22](=[O:23])[C:21]3[C:24](Cl)=[N:25][CH:26]=[N:27][C:20]=3[O:19][C@H:18]([CH3:29])[CH2:17]2)=[CH:12][CH:11]=1)[C:3]1[CH:8]=[CH:7][CH:6]=[CH:5][CH:4]=1. (3) Given the product [CH3:34][O:35][C:36](=[O:39])[CH2:37][O:22][C:5]1[CH:4]=[CH:3][C:2]([Cl:1])=[C:11]2[C:6]=1[C:7]([CH3:21])=[C:8]([S:13][C:14]1[CH:19]=[CH:18][C:17]([Cl:20])=[CH:16][CH:15]=1)[C:9]([CH3:12])=[N:10]2, predict the reactants needed to synthesize it. The reactants are: [Cl:1][C:2]1[C:11]2[N:10]=[C:9]([CH3:12])[C:8]([S:13][C:14]3[CH:19]=[CH:18][C:17]([Cl:20])=[CH:16][CH:15]=3)=[C:7]([CH3:21])[C:6]=2[C:5]([OH:22])=[CH:4][CH:3]=1.CN(C)C=O.C(=O)([O-])[O-].[K+].[K+].[CH3:34][O:35][C:36](=[O:39])[CH2:37]Br. (4) Given the product [C:11]([C:9]1[CH:8]=[C:7]([CH:15]=[CH:16][C:17]2[CH:18]=[C:19]([C:39]#[C:40][C:42]3[CH:43]=[C:44]([CH:47]=[C:48]([C:40]#[C:39][C:19]4[CH:20]=[C:21]([CH:23]=[CH:24][C:25]5[CH:30]=[C:29]([C:31]([CH3:32])([CH3:33])[CH3:34])[CH:28]=[C:27]([C:35]([CH3:38])([CH3:36])[CH3:37])[CH:26]=5)[CH:22]=[C:17]([CH:16]=[CH:15][C:7]5[CH:6]=[C:5]([C:1]([CH3:4])([CH3:3])[CH3:2])[CH:10]=[C:9]([C:11]([CH3:14])([CH3:13])[CH3:12])[CH:8]=5)[CH:18]=4)[CH:49]=3)[CH:45]=[O:46])[CH:20]=[C:21]([CH:23]=[CH:24][C:25]3[CH:30]=[C:29]([C:31]([CH3:34])([CH3:33])[CH3:32])[CH:28]=[C:27]([C:35]([CH3:38])([CH3:37])[CH3:36])[CH:26]=3)[CH:22]=2)[CH:6]=[C:5]([C:1]([CH3:4])([CH3:3])[CH3:2])[CH:10]=1)([CH3:12])([CH3:14])[CH3:13], predict the reactants needed to synthesize it. The reactants are: [C:1]([C:5]1[CH:6]=[C:7]([CH:15]=[CH:16][C:17]2[CH:18]=[C:19]([C:39]#[CH:40])[CH:20]=[C:21]([CH:23]=[CH:24][C:25]3[CH:30]=[C:29]([C:31]([CH3:34])([CH3:33])[CH3:32])[CH:28]=[C:27]([C:35]([CH3:38])([CH3:37])[CH3:36])[CH:26]=3)[CH:22]=2)[CH:8]=[C:9]([C:11]([CH3:14])([CH3:13])[CH3:12])[CH:10]=1)([CH3:4])([CH3:3])[CH3:2].Br[C:42]1[CH:43]=[C:44]([CH:47]=[C:48](Br)[CH:49]=1)[CH:45]=[O:46]. (5) Given the product [Cl:1][C:2]1[C:3]([C:31](=[O:41])[N:32]([CH2:33][CH2:34][CH2:35][CH3:36])[CH2:37][CH2:38][CH2:39][CH3:40])=[N:4][N:5]([C:8]2[CH:18]=[CH:17][C:11]([C:12]([O:14][CH2:15][CH3:16])=[O:13])=[CH:10][C:9]=2[C:19]([N:21]2[CH2:30][CH2:29][C:28]3[C:23](=[CH:24][CH:25]=[CH:26][CH:27]=3)[CH2:22]2)=[O:20])[CH:6]=1, predict the reactants needed to synthesize it. The reactants are: [Cl:1][C:2]1[C:3]([C:31](=[O:41])[N:32]([CH2:37][CH2:38][CH2:39][CH3:40])[CH2:33][CH2:34][CH2:35][CH3:36])=[N:4][N:5]([C:8]2[CH:18]=[CH:17][C:11]([C:12]([O:14][CH2:15][CH3:16])=[O:13])=[CH:10][C:9]=2[C:19]([N:21]2[CH2:30][CH2:29][C:28]3[C:23](=[CH:24][CH:25]=[CH:26][CH:27]=3)[CH2:22]2)=[O:20])[C:6]=1C.C(N(CCCC)C(C1C(Cl)=CNN=1)=O)CCC.FC1C=CC(C(OCC)=O)=CC=1C(N1CCC2C(=CC=CC=2)C1)=O. (6) The reactants are: [N:1]1[C:10]2[C:5](=[N:6][CH:7]=[CH:8][N:9]=2)[C:4]([NH:11][CH2:12][CH2:13][C:14]2[CH:19]=[CH:18][C:17]([OH:20])=[CH:16][CH:15]=2)=[N:3][CH:2]=1.CS(C)=O.Cl[C:26]1[CH:31]=[CH:30][C:29]([C:32]([F:35])([F:34])[F:33])=[CH:28][N:27]=1.C([O-])([O-])=O.[K+].[K+]. Given the product [N:1]1[C:10]2[C:5](=[N:6][CH:7]=[CH:8][N:9]=2)[C:4]([NH:11][CH2:12][CH2:13][C:14]2[CH:19]=[CH:18][C:17]([O:20][C:26]3[CH:31]=[CH:30][C:29]([C:32]([F:35])([F:34])[F:33])=[CH:28][N:27]=3)=[CH:16][CH:15]=2)=[N:3][CH:2]=1, predict the reactants needed to synthesize it. (7) Given the product [C:10]1([CH3:13])[CH:11]=[CH:12][C:7]([C:6]2[N:5]=[CH:4][N:28]=[C:27]([C:23]3[CH:22]=[C:21]([CH:26]=[CH:25][CH:24]=3)[C:20]([OH:19])=[O:30])[N:29]=2)=[CH:8][CH:9]=1, predict the reactants needed to synthesize it. The reactants are: CN([CH:4]=[N:5][C:6](=O)[C:7]1[CH:12]=[CH:11][C:10]([CH3:13])=[CH:9][CH:8]=1)C.C([O:19][C:20](=[O:30])[C:21]1[CH:26]=[CH:25][CH:24]=[C:23]([C:27](=[NH:29])[NH2:28])[CH:22]=1)(C)(C)C.